Dataset: Full USPTO retrosynthesis dataset with 1.9M reactions from patents (1976-2016). Task: Predict the reactants needed to synthesize the given product. Given the product [ClH:19].[Cl:19][C:20]1[CH:21]=[C:22]([C:2]2[CH:7]=[CH:6][CH:5]=[C:4]([C:8]3([CH3:18])[C:16]4[C:11](=[CH:12][CH:13]=[CH:14][CH:15]=4)[C:10]([NH2:17])=[N:9]3)[CH:3]=2)[CH:23]=[C:24]([Cl:26])[CH:25]=1, predict the reactants needed to synthesize it. The reactants are: Br[C:2]1[CH:3]=[C:4]([C:8]2([CH3:18])[C:16]3[C:11](=[CH:12][CH:13]=[CH:14][CH:15]=3)[C:10]([NH2:17])=[N:9]2)[CH:5]=[CH:6][CH:7]=1.[Cl:19][C:20]1[CH:21]=[C:22](B(O)O)[CH:23]=[C:24]([Cl:26])[CH:25]=1.Cl.